From a dataset of Catalyst prediction with 721,799 reactions and 888 catalyst types from USPTO. Predict which catalyst facilitates the given reaction. (1) Reactant: [N+:1]([C:4]1[CH:5]=[C:6]2[C:10](=[CH:11][CH:12]=1)[NH:9][NH:8][C:7]2=[O:13])([O-:3])=[O:2].C([O-])([O-])=O.[K+].[K+].[CH3:20][O:21][C:22]1[CH:23]=[C:24]([CH:27]=[CH:28][CH:29]=1)[CH2:25]Br. Product: [CH3:20][O:21][C:22]1[CH:23]=[C:24]([CH:27]=[CH:28][CH:29]=1)[CH2:25][N:9]1[C:10]2[C:6](=[CH:5][C:4]([N+:1]([O-:3])=[O:2])=[CH:12][CH:11]=2)[C:7](=[O:13])[NH:8]1. The catalyst class is: 3. (2) Reactant: [CH:1]1([C:5]([NH:7][C:8]2[CH:13]=[CH:12][CH:11]=[CH:10][C:9]=2[CH:14]2[C:23]([CH3:25])([CH3:24])[CH2:22][C:21]3[C:16](=[CH:17][CH:18]=[C:19]([C:26]([O:28]C)=[O:27])[CH:20]=3)[NH:15]2)=[O:6])[CH2:4][CH2:3][CH2:2]1.[OH-].[Na+]. Product: [CH:1]1([C:5]([NH:7][C:8]2[CH:13]=[CH:12][CH:11]=[CH:10][C:9]=2[CH:14]2[C:23]([CH3:25])([CH3:24])[CH2:22][C:21]3[C:16](=[CH:17][CH:18]=[C:19]([C:26]([OH:28])=[O:27])[CH:20]=3)[NH:15]2)=[O:6])[CH2:4][CH2:3][CH2:2]1. The catalyst class is: 7.